From a dataset of NCI-60 drug combinations with 297,098 pairs across 59 cell lines. Regression. Given two drug SMILES strings and cell line genomic features, predict the synergy score measuring deviation from expected non-interaction effect. (1) Drug 1: CS(=O)(=O)CCNCC1=CC=C(O1)C2=CC3=C(C=C2)N=CN=C3NC4=CC(=C(C=C4)OCC5=CC(=CC=C5)F)Cl. Drug 2: C1=NC2=C(N1)C(=S)N=CN2. Cell line: COLO 205. Synergy scores: CSS=17.1, Synergy_ZIP=-10.2, Synergy_Bliss=-15.7, Synergy_Loewe=-19.1, Synergy_HSA=-12.2. (2) Drug 1: CN1C(=O)N2C=NC(=C2N=N1)C(=O)N. Drug 2: CN(C(=O)NC(C=O)C(C(C(CO)O)O)O)N=O. Cell line: MDA-MB-435. Synergy scores: CSS=0.0575, Synergy_ZIP=0.0249, Synergy_Bliss=-0.986, Synergy_Loewe=-0.264, Synergy_HSA=-2.60. (3) Drug 1: C1=CC(=CC=C1C#N)C(C2=CC=C(C=C2)C#N)N3C=NC=N3. Drug 2: CC1CCCC2(C(O2)CC(NC(=O)CC(C(C(=O)C(C1O)C)(C)C)O)C(=CC3=CSC(=N3)C)C)C. Cell line: K-562. Synergy scores: CSS=58.6, Synergy_ZIP=3.56, Synergy_Bliss=3.38, Synergy_Loewe=-23.0, Synergy_HSA=0.834.